From a dataset of Forward reaction prediction with 1.9M reactions from USPTO patents (1976-2016). Predict the product of the given reaction. (1) Given the reactants Cl[S:2]([CH2:5][CH2:6][CH2:7][NH:8][C:9](=[O:11])[CH3:10])(=[O:4])=[O:3].[OH:12][CH2:13][C:14]([CH3:21])([CH3:20])[C:15]([O:17][CH2:18]C)=[O:16].C(N(CC)CC)C, predict the reaction product. The product is: [C:9]([NH:8][CH2:7][CH2:6][CH2:5][S:2]([O:12][CH2:13][C:14]([CH3:21])([CH3:20])[C:15]([O:17][CH3:18])=[O:16])(=[O:4])=[O:3])(=[O:11])[CH3:10]. (2) Given the reactants CC1C2N=C(C3C=NC(OCCCC4CCN(C)CC4)=CC=3)NC=2C=CC=1.[CH3:28][C:29]1[CH:34]=[C:33]([O:35][CH2:36][CH2:37][CH2:38][CH:39]2[CH2:44][CH2:43][N:42]([CH3:45])[CH2:41][CH2:40]2)[N:32]=[CH:31][C:30]=1[CH:46]=O.[Cl:48][C:49]1[CH:54]=[C:53]([NH2:55])[C:52]([NH2:56])=[C:51]([CH3:57])[CH:50]=1, predict the reaction product. The product is: [Cl:48][C:49]1[CH:50]=[C:51]([CH3:57])[C:52]2[N:56]=[C:46]([C:30]3[CH:31]=[N:32][C:33]([O:35][CH2:36][CH2:37][CH2:38][CH:39]4[CH2:44][CH2:43][N:42]([CH3:45])[CH2:41][CH2:40]4)=[CH:34][C:29]=3[CH3:28])[NH:55][C:53]=2[CH:54]=1. (3) Given the reactants F[C:2]1[CH:10]=[CH:9][C:8]([CH2:11][C:12]2[C:21]3[C:16](=[CH:17][CH:18]=[CH:19][CH:20]=3)[C:15](=[O:22])[NH:14][N:13]=2)=[CH:7][C:3]=1[C:4]([OH:6])=O.C(N(CC)CC)C.F[P-](F)(F)(F)(F)F.N1(OC(N(C)C)=[N+](C)C)C2C=CC=CC=2N=N1.Cl.[CH3:55][C:56]([O:59][CH:60]1[CH2:65][CH2:64][NH:63][CH2:62][CH2:61]1)([CH3:58])[CH3:57], predict the reaction product. The product is: [CH3:58][C:56]([O:59][CH:60]1[CH2:61][CH2:62][N:63]([C:4]([C:3]2[CH:7]=[C:8]([CH2:11][C:12]3[C:21]4[C:16](=[CH:17][CH:18]=[CH:19][CH:20]=4)[C:15](=[O:22])[NH:14][N:13]=3)[CH:9]=[CH:10][CH:2]=2)=[O:6])[CH2:64][CH2:65]1)([CH3:55])[CH3:57]. (4) Given the reactants Cl[C:2]1[CH:10]=[C:5]2[CH:6]=[CH:7][CH:8]=[CH:9][N:4]2[N:3]=1.CC1(C)C(C)(C)OB([C:19]2[CH:20]=[C:21]([C:25]([OH:28])([CH3:27])[CH3:26])[CH:22]=[N:23][CH:24]=2)O1.C1(P(C2CCCCC2)C2C=CC=CC=2C2C(OC)=CC=CC=2OC)CCCCC1.[O-]P([O-])([O-])=O.[K+].[K+].[K+], predict the reaction product. The product is: [N:3]1[N:4]2[CH:9]=[CH:8][CH:7]=[CH:6][C:5]2=[CH:10][C:2]=1[C:19]1[CH:20]=[C:21]([C:25]([OH:28])([CH3:27])[CH3:26])[CH:22]=[N:23][CH:24]=1. (5) Given the reactants [CH3:1][O:2][C:3]1[CH:8]=[CH:7][C:6]([C:9]2[C:17]3[S:16][CH:15]=[CH:14][C:13]=3[CH:12]=[CH:11][CH:10]=2)=[CH:5][CH:4]=1.[Br:18]Br, predict the reaction product. The product is: [Br:18][C:12]1[C:13]2[CH:14]=[CH:15][S:16][C:17]=2[C:9]([C:6]2[CH:7]=[CH:8][C:3]([O:2][CH3:1])=[CH:4][CH:5]=2)=[CH:10][CH:11]=1. (6) Given the reactants [CH3:1][O:2][C:3]1[CH:8]=[CH:7][C:6]([NH:9][NH:10][C:11](=[O:18])[CH2:12][C:13](OCC)=[O:14])=[CH:5][CH:4]=1.CC[O-].[Na+], predict the reaction product. The product is: [CH3:1][O:2][C:3]1[CH:8]=[CH:7][C:6]([N:9]2[C:13](=[O:14])[CH2:12][C:11](=[O:18])[NH:10]2)=[CH:5][CH:4]=1. (7) Given the reactants C1CCN2C(=NCCC2)CC1.[CH:12](=[O:17])[CH2:13][CH2:14][CH2:15][CH3:16].[N:18]([C:20]1[CH:25]=[CH:24][CH:23]=[CH:22][CH:21]=1)=[O:19], predict the reaction product. The product is: [OH:19][N:18]([C:20]1[CH:25]=[CH:24][CH:23]=[CH:22][CH:21]=1)[C:12](=[O:17])[CH2:13][CH2:14][CH2:15][CH3:16]. (8) Given the reactants [NH2:1][C@H:2]1[CH2:8][CH:7]=[CH:6][C@@H:5]([C:9]2[CH:14]=[CH:13][CH:12]=[CH:11][CH:10]=2)[N:4]([CH2:15][CH2:16][O:17][CH3:18])[C:3]1=[O:19].[OH:20][C@@H:21]([CH2:33][CH:34]([CH3:36])[CH3:35])[C:22]([NH:24][C@H:25]([C:30](O)=[O:31])[CH2:26][CH:27]([CH3:29])[CH3:28])=[O:23], predict the reaction product. The product is: [OH:20][C@@H:21]([CH2:33][CH:34]([CH3:36])[CH3:35])[C:22]([NH:24][C@H:25]([C:30]([NH:1][C@H:2]1[CH2:8][CH:7]=[CH:6][C@@H:5]([C:9]2[CH:10]=[CH:11][CH:12]=[CH:13][CH:14]=2)[N:4]([CH2:15][CH2:16][O:17][CH3:18])[C:3]1=[O:19])=[O:31])[CH2:26][CH:27]([CH3:28])[CH3:29])=[O:23]. (9) Given the reactants [NH2:1][C:2]1[CH:7]=[CH:6][CH:5]=[CH:4][CH:3]=1.O1CCCC1.F[C:14]1[N:43]=[CH:42][CH:41]=[CH:40][C:15]=1[C:16]([NH:18][C:19]1[CH:24]=[CH:23][C:22]([O:25][C:26]2[C:31]([C:32]3[CH:37]=[CH:36][N:35]=[C:34]([NH:38][CH3:39])[N:33]=3)=[CH:30][CH:29]=[CH:28][N:27]=2)=[CH:21][CH:20]=1)=[O:17].Cl, predict the reaction product. The product is: [CH3:39][NH:38][C:34]1[N:33]=[C:32]([C:31]2[C:26]([O:25][C:22]3[CH:23]=[CH:24][C:19]([NH:18][C:16](=[O:17])[C:15]4[CH:40]=[CH:41][CH:42]=[N:43][C:14]=4[NH:1][C:2]4[CH:7]=[CH:6][CH:5]=[CH:4][CH:3]=4)=[CH:20][CH:21]=3)=[N:27][CH:28]=[CH:29][CH:30]=2)[CH:37]=[CH:36][N:35]=1. (10) Given the reactants [Br:1][C:2]1[CH:3]=[CH:4][C:5]([F:10])=[C:6]([CH:9]=1)[CH:7]=[O:8].[OH-:11].[Na+].OO.Cl, predict the reaction product. The product is: [Br:1][C:2]1[CH:3]=[CH:4][C:5]([F:10])=[C:6]([CH:9]=1)[C:7]([OH:11])=[O:8].